From a dataset of NCI-60 drug combinations with 297,098 pairs across 59 cell lines. Regression. Given two drug SMILES strings and cell line genomic features, predict the synergy score measuring deviation from expected non-interaction effect. Drug 1: CS(=O)(=O)CCNCC1=CC=C(O1)C2=CC3=C(C=C2)N=CN=C3NC4=CC(=C(C=C4)OCC5=CC(=CC=C5)F)Cl. Drug 2: C1C(C(OC1N2C=NC3=C2NC=NCC3O)CO)O. Cell line: SF-539. Synergy scores: CSS=0.345, Synergy_ZIP=1.48, Synergy_Bliss=5.24, Synergy_Loewe=-0.524, Synergy_HSA=0.642.